From a dataset of Reaction yield outcomes from USPTO patents with 853,638 reactions. Predict the reaction yield, written as a fraction of the theoretical maximum amount of product (1.0 means a 100% yield; for example, 0.34 means a 34% yield). The reactants are [N+:1]([C:4]1[CH:9]=[CH:8][CH:7]=[CH:6][C:5]=1[NH:10][C:11]1[N:16]=[C:15]([C:17]2[NH:25][C:24]3[C:23]4([CH2:30][CH2:29][CH2:28][N:27]([C:31]([O:33][C:34]([CH3:37])([CH3:36])[CH3:35])=[O:32])[CH2:26]4)[CH2:22][N:21]([CH2:38][C:39]4[C:44]([O:45][CH3:46])=[CH:43][C:42]([O:47][CH3:48])=[CH:41][C:40]=4[O:49][CH3:50])[C:20](=[O:51])[C:19]=3[CH:18]=2)[CH:14]=[CH:13][N:12]=1)([O-])=O.O.[Cl-].[NH4+]. The catalyst is O1CCOCC1.[Zn]. The product is [C:34]([O:33][C:31]([N:27]1[CH2:28][CH2:29][CH2:30][C:23]2([CH2:22][N:21]([CH2:38][C:39]3[C:40]([O:49][CH3:50])=[CH:41][C:42]([O:47][CH3:48])=[CH:43][C:44]=3[O:45][CH3:46])[C:20](=[O:51])[C:19]3[CH:18]=[C:17]([C:15]4[CH:14]=[CH:13][N:12]=[C:11]([NH:10][C:5]5[CH:6]=[CH:7][CH:8]=[CH:9][C:4]=5[NH2:1])[N:16]=4)[NH:25][C:24]2=3)[CH2:26]1)=[O:32])([CH3:37])([CH3:35])[CH3:36]. The yield is 0.480.